From a dataset of Peptide-MHC class I binding affinity with 185,985 pairs from IEDB/IMGT. Regression. Given a peptide amino acid sequence and an MHC pseudo amino acid sequence, predict their binding affinity value. This is MHC class I binding data. (1) The peptide sequence is IIIPFIAYFV. The MHC is H-2-Db with pseudo-sequence H-2-Db. The binding affinity (normalized) is 0.0169. (2) The peptide sequence is ILGPPGSVY. The MHC is HLA-A69:01 with pseudo-sequence HLA-A69:01. The binding affinity (normalized) is 0.0847. (3) The peptide sequence is KVFFVNWFR. The MHC is HLA-A02:06 with pseudo-sequence HLA-A02:06. The binding affinity (normalized) is 0.820. (4) The peptide sequence is RMRRAEPAA. The MHC is HLA-A31:01 with pseudo-sequence HLA-A31:01. The binding affinity (normalized) is 0.121.